This data is from Forward reaction prediction with 1.9M reactions from USPTO patents (1976-2016). The task is: Predict the product of the given reaction. Given the reactants [NH2:1][C:2]1[C:7]([C:8]#[N:9])=[C:6]([NH:10][C@H:11]([C:13]2[N:22]([C:23]3[CH:28]=[CH:27][CH:26]=[C:25]([N+:29]([O-])=O)[CH:24]=3)[C:21](=[O:32])[C:20]3[C:15](=[CH:16][CH:17]=[CH:18][C:19]=3[Cl:33])[N:14]=2)[CH3:12])[N:5]=[CH:4][N:3]=1.C(OC(=O)N[C@H](C1N(C2C=CC=C([N+]([O-])=O)C=2)C(=O)C2C(=CC=CC=2Cl)N=1)C)(C)(C)C.C(=O)([O-])O.[Na+], predict the reaction product. The product is: [NH2:1][C:2]1[C:7]([C:8]#[N:9])=[C:6]([NH:10][C@H:11]([C:13]2[N:22]([C:23]3[CH:28]=[CH:27][CH:26]=[C:25]([NH2:29])[CH:24]=3)[C:21](=[O:32])[C:20]3[C:15](=[CH:16][CH:17]=[CH:18][C:19]=3[Cl:33])[N:14]=2)[CH3:12])[N:5]=[CH:4][N:3]=1.